From a dataset of Full USPTO retrosynthesis dataset with 1.9M reactions from patents (1976-2016). Predict the reactants needed to synthesize the given product. (1) Given the product [OH:7][C:4]1([CH2:11][C:12]([O:14][CH2:15][CH3:16])=[O:13])[CH2:5][CH2:6][O:1][CH2:2][CH2:3]1, predict the reactants needed to synthesize it. The reactants are: [O:1]1[CH2:6][CH2:5][C:4](=[O:7])[CH2:3][CH2:2]1.II.Br[CH2:11][C:12]([O:14][CH2:15][CH3:16])=[O:13].S(=O)(=O)(O)O. (2) Given the product [NH:21]1[C:22]2[C:18](=[CH:17][C:16]([NH:15][C:14]3[C:9]4[C:6]5[CH2:7][CH2:8][CH:3]([CH2:2][NH:1][S:29]([CH:27]([CH3:28])[CH3:26])(=[O:31])=[O:30])[CH2:4][C:5]=5[S:25][C:10]=4[N:11]=[CH:12][N:13]=3)=[CH:24][CH:23]=2)[CH:19]=[N:20]1, predict the reactants needed to synthesize it. The reactants are: [NH2:1][CH2:2][CH:3]1[CH2:8][CH2:7][C:6]2[C:9]3[C:14]([NH:15][C:16]4[CH:17]=[C:18]5[C:22](=[CH:23][CH:24]=4)[NH:21][N:20]=[CH:19]5)=[N:13][CH:12]=[N:11][C:10]=3[S:25][C:5]=2[CH2:4]1.[CH3:26][CH:27]([S:29](Cl)(=[O:31])=[O:30])[CH3:28]. (3) Given the product [CH2:1]([NH:3][C:4]([NH:6][C:7]1[N:12]=[CH:11][C:10]([C:13]2[CH:14]=[N:15][CH:16]=[C:17]([C:19]([OH:21])=[O:20])[CH:18]=2)=[C:9]([C:24]2[CH:25]=[N:26][CH:27]=[C:28]([F:30])[CH:29]=2)[CH:8]=1)=[O:5])[CH3:2], predict the reactants needed to synthesize it. The reactants are: [CH2:1]([NH:3][C:4]([NH:6][C:7]1[N:12]=[CH:11][C:10]([C:13]2[CH:14]=[N:15][CH:16]=[C:17]([C:19]([O:21]CC)=[O:20])[CH:18]=2)=[C:9]([C:24]2[CH:25]=[N:26][CH:27]=[C:28]([F:30])[CH:29]=2)[CH:8]=1)=[O:5])[CH3:2].[OH-].[Li+]. (4) Given the product [NH2:17][C:2]1[N:7]=[CH:6][C:5]([CH:8]2[CH2:13][CH2:12][N:11]([CH3:14])[C:10](=[O:15])[CH2:9]2)=[CH:4][CH:3]=1, predict the reactants needed to synthesize it. The reactants are: F[C:2]1[N:7]=[CH:6][C:5]([CH:8]2[CH2:13][CH2:12][N:11]([CH3:14])[C:10](=[O:15])[CH2:9]2)=[CH:4][CH:3]=1.[OH-].[NH4+:17]. (5) Given the product [I:40][CH2:14][C:10]1([C:7]2[CH:8]=[CH:9][C:4]([N+:1]([O-:3])=[O:2])=[CH:5][CH:6]=2)[CH2:13][CH2:12][CH2:11]1, predict the reactants needed to synthesize it. The reactants are: [N+:1]([C:4]1[CH:9]=[CH:8][C:7]([C:10]2([CH2:14]O)[CH2:13][CH2:12][CH2:11]2)=[CH:6][CH:5]=1)([O-:3])=[O:2].C1(P(C2C=CC=CC=2)C2C=CC=CC=2)C=CC=CC=1.N1C=CN=C1.[I:40]I.